This data is from Forward reaction prediction with 1.9M reactions from USPTO patents (1976-2016). The task is: Predict the product of the given reaction. Given the reactants C([O:3][CH2:4][CH2:5][O:6][NH:7][C:8]([C:10]1[CH:18]=[CH:17][C:13]2[CH:14]=[N:15][S:16][C:12]=2[C:11]=1[NH:19][C:20]1[CH:25]=[CH:24][C:23]([I:26])=[CH:22][C:21]=1[F:27])=[O:9])=C.Cl, predict the reaction product. The product is: [OH:3][CH2:4][CH2:5][O:6][NH:7][C:8]([C:10]1[CH:18]=[CH:17][C:13]2[CH:14]=[N:15][S:16][C:12]=2[C:11]=1[NH:19][C:20]1[CH:25]=[CH:24][C:23]([I:26])=[CH:22][C:21]=1[F:27])=[O:9].